Dataset: Reaction yield outcomes from USPTO patents with 853,638 reactions. Task: Predict the reaction yield, written as a fraction of the theoretical maximum amount of product (1.0 means a 100% yield; for example, 0.34 means a 34% yield). (1) The reactants are [NH2:1][C:2]1[N:10]=[C:9]2[C:5]([N:6]=[C:7]([C:11]3[CH:16]=[CH:15][C:14]([F:17])=[CH:13][CH:12]=3)[NH:8]2)=[C:4]([N:18]2[CH2:24][CH2:23][CH2:22][NH:21][CH2:20][CH2:19]2)[N:3]=1.C(=O)([O-])[O-].[K+].[K+].[Cl:31][C:32]1[CH:42]=[CH:41][C:35]([O:36][CH2:37][C:38](Cl)=[O:39])=[CH:34][CH:33]=1. The catalyst is O1CCOCC1.CO.O1CCOCC1. The product is [NH2:1][C:2]1[N:10]=[C:9]2[C:5]([N:6]=[C:7]([C:11]3[CH:12]=[CH:13][C:14]([F:17])=[CH:15][CH:16]=3)[NH:8]2)=[C:4]([N:18]2[CH2:24][CH2:23][CH2:22][N:21]([C:38](=[O:39])[CH2:37][O:36][C:35]3[CH:41]=[CH:42][C:32]([Cl:31])=[CH:33][CH:34]=3)[CH2:20][CH2:19]2)[N:3]=1. The yield is 0.600. (2) The reactants are [Br:1][C:2]1[CH:18]=[CH:17][C:5]2[C:6]3[N:10]([CH2:11][CH2:12][O:13][C:4]=2[CH:3]=1)[CH:9]=[C:8]([C:14](O)=[O:15])[N:7]=3.CC[N:21]=C=NCCCN(C)C.C1C=CC2N(O)N=NC=2C=1.[Cl-].[NH4+].C(N(CC)CC)C. The catalyst is CN(C=O)C. The product is [Br:1][C:2]1[CH:18]=[CH:17][C:5]2[C:6]3[N:10]([CH2:11][CH2:12][O:13][C:4]=2[CH:3]=1)[CH:9]=[C:8]([C:14]([NH2:21])=[O:15])[N:7]=3. The yield is 0.930. (3) The reactants are [O:1]1[C:10]2[C:5](=[N:6][CH:7]=[CH:8][CH:9]=2)[C:4](=O)[CH2:3][CH2:2]1.[C:12]([O:16][C:17](=[O:24])[NH:18][CH2:19][CH2:20][CH2:21][CH2:22][NH2:23])([CH3:15])([CH3:14])[CH3:13].[BH-](OC(C)=O)(OC(C)=O)OC(C)=O.[Na+]. No catalyst specified. The product is [C:12]([O:16][C:17](=[O:24])[NH:18][CH2:19][CH2:20][CH2:21][CH2:22][NH:23][CH:4]1[C:5]2=[N:6][CH:7]=[CH:8][CH:9]=[C:10]2[O:1][CH2:2][CH2:3]1)([CH3:15])([CH3:13])[CH3:14]. The yield is 0.720.